From a dataset of Peptide-MHC class I binding affinity with 185,985 pairs from IEDB/IMGT. Regression. Given a peptide amino acid sequence and an MHC pseudo amino acid sequence, predict their binding affinity value. This is MHC class I binding data. The peptide sequence is WPRHRRLSI. The MHC is HLA-A02:01 with pseudo-sequence HLA-A02:01. The binding affinity (normalized) is 0.0847.